Dataset: NCI-60 drug combinations with 297,098 pairs across 59 cell lines. Task: Regression. Given two drug SMILES strings and cell line genomic features, predict the synergy score measuring deviation from expected non-interaction effect. Drug 1: CCCS(=O)(=O)NC1=C(C(=C(C=C1)F)C(=O)C2=CNC3=C2C=C(C=N3)C4=CC=C(C=C4)Cl)F. Drug 2: CC1C(C(CC(O1)OC2CC(OC(C2O)C)OC3=CC4=CC5=C(C(=O)C(C(C5)C(C(=O)C(C(C)O)O)OC)OC6CC(C(C(O6)C)O)OC7CC(C(C(O7)C)O)OC8CC(C(C(O8)C)O)(C)O)C(=C4C(=C3C)O)O)O)O. Cell line: SN12C. Synergy scores: CSS=36.6, Synergy_ZIP=18.5, Synergy_Bliss=18.0, Synergy_Loewe=18.1, Synergy_HSA=16.0.